Dataset: Forward reaction prediction with 1.9M reactions from USPTO patents (1976-2016). Task: Predict the product of the given reaction. (1) Given the reactants [F:1][C:2]([F:23])([F:22])[C:3]1[CH:4]=[C:5]([NH:9][C:10]2[O:14][C:13]([C:15]3[CH:20]=[CH:19][CH:18]=[CH:17][C:16]=3[OH:21])=[N:12][N:11]=2)[CH:6]=[CH:7][CH:8]=1.Cl[CH2:25][C:26]1[C:35]2[C:30](=[CH:31][CH:32]=[CH:33][CH:34]=2)[N:29]=[CH:28][CH:27]=1.C(=O)([O-])[O-].[K+].[K+], predict the reaction product. The product is: [N:29]1[C:30]2[C:35](=[CH:34][CH:33]=[CH:32][CH:31]=2)[C:26]([CH2:25][O:21][C:16]2[CH:17]=[CH:18][CH:19]=[CH:20][C:15]=2[C:13]2[O:14][C:10]([NH:9][C:5]3[CH:6]=[CH:7][CH:8]=[C:3]([C:2]([F:22])([F:1])[F:23])[CH:4]=3)=[N:11][N:12]=2)=[CH:27][CH:28]=1. (2) Given the reactants Cl[C:2]1[N:7]=[C:6]([NH:8][CH:9]2[CH2:14][CH2:13][C:12]3([CH2:19][CH2:18][N:17]([C:20]([O:22][C:23]([CH3:26])([CH3:25])[CH3:24])=[O:21])[CH2:16][CH2:15]3)[CH2:11][CH2:10]2)[C:5]([Cl:27])=[CH:4][N:3]=1.[CH3:28][N:29]1[CH:33]=[C:32]([NH2:34])[N:31]=[CH:30]1.C(=O)([O-])[O-].[Cs+].[Cs+].C1C=CC(P(C2C(C3C(P(C4C=CC=CC=4)C4C=CC=CC=4)=CC=C4C=3C=CC=C4)=C3C(C=CC=C3)=CC=2)C2C=CC=CC=2)=CC=1, predict the reaction product. The product is: [Cl:27][C:5]1[C:6]([NH:8][CH:9]2[CH2:10][CH2:11][C:12]3([CH2:15][CH2:16][N:17]([C:20]([O:22][C:23]([CH3:26])([CH3:24])[CH3:25])=[O:21])[CH2:18][CH2:19]3)[CH2:13][CH2:14]2)=[N:7][C:2]([NH:34][C:32]2[N:31]=[CH:30][N:29]([CH3:28])[CH:33]=2)=[N:3][CH:4]=1. (3) Given the reactants [F:1][C:2]1([CH3:30])[CH2:5][N:4]([C:6]([C:8]2[CH:17]=[CH:16][C:15]3[C:10](=[C:11]([C:18]4[CH:23]=[CH:22][C:21]([C:24]5[CH:25]=[N:26][N:27]([CH3:29])[CH:28]=5)=[CH:20][CH:19]=4)[CH:12]=[N:13][CH:14]=3)[N:9]=2)=[O:7])[CH2:3]1.C(OO)(=O)C.C1(C)C=CC(S(Cl)(=O)=O)=CC=1.C(C[NH2:50])O, predict the reaction product. The product is: [NH2:50][C:14]1[N:13]=[CH:12][C:11]([C:18]2[CH:23]=[CH:22][C:21]([C:24]3[CH:25]=[N:26][N:27]([CH3:29])[CH:28]=3)=[CH:20][CH:19]=2)=[C:10]2[C:15]=1[CH:16]=[CH:17][C:8]([C:6]([N:4]1[CH2:5][C:2]([F:1])([CH3:30])[CH2:3]1)=[O:7])=[N:9]2. (4) Given the reactants [N+:1]([C:4]1[CH:9]=[C:8](B2OC(C)(C)C(C)(C)O2)[CH:7]=[CH:6][C:5]=1[NH2:19])([O-:3])=[O:2].Cl.Cl[C:22]1[CH:27]=[CH:26][N:25]=[C:24]([C:28]([F:31])([F:30])[F:29])[CH:23]=1, predict the reaction product. The product is: [N+:1]([C:4]1[CH:9]=[C:8]([C:22]2[CH:27]=[CH:26][N:25]=[C:24]([C:28]([F:31])([F:30])[F:29])[CH:23]=2)[CH:7]=[CH:6][C:5]=1[NH2:19])([O-:3])=[O:2]. (5) Given the reactants [N+:1]([C:4]1[CH:9]=[CH:8][CH:7]=[CH:6][C:5]=1[CH2:10][S:11]([O-:14])(=[O:13])=[O:12])([O-])=O.[Na+:15], predict the reaction product. The product is: [NH2:1][C:4]1[CH:9]=[CH:8][CH:7]=[CH:6][C:5]=1[CH2:10][S:11]([O-:14])(=[O:12])=[O:13].[Na+:15].